Predict the product of the given reaction. From a dataset of Forward reaction prediction with 1.9M reactions from USPTO patents (1976-2016). (1) The product is: [Cl:19][C:15]1[C:14]([CH3:20])=[C:13]([CH2:12][N:7]2[C:6]3[CH:5]=[C:4]([N:21]4[CH2:26][CH2:25][O:24][CH2:23][CH2:22]4)[CH:3]=[C:2]([B:31]([OH:32])[OH:30])[C:10]=3[N:9]=[C:8]2[CH3:11])[CH:18]=[CH:17][CH:16]=1. Given the reactants Br[C:2]1[C:10]2[N:9]=[C:8]([CH3:11])[N:7]([CH2:12][C:13]3[CH:18]=[CH:17][CH:16]=[C:15]([Cl:19])[C:14]=3[CH3:20])[C:6]=2[CH:5]=[C:4]([N:21]2[CH2:26][CH2:25][O:24][CH2:23][CH2:22]2)[CH:3]=1.C([O:30][B:31]1OC(C)(C)C(C)(C)[O:32]1)(C)C, predict the reaction product. (2) Given the reactants C(NC(C)C)(C)C.[Li]CCCC.[Br:13][C:14]1[CH:15]=[CH:16][C:17]([O:20][CH3:21])=[N:18][CH:19]=1.CN([CH:25]=[O:26])C, predict the reaction product. The product is: [Br:13][C:14]1[C:15]([CH:25]=[O:26])=[CH:16][C:17]([O:20][CH3:21])=[N:18][CH:19]=1. (3) Given the reactants [NH:1]1[C:5]([C@@H:6]([C:8]2[CH:13]=[CH:12][C:11]([NH:14][C:15]3[S:16][CH:17]=[C:18]([C:20]([F:23])([F:22])[F:21])[N:19]=3)=[CH:10][CH:9]=2)[CH3:7])=[CH:4][N:3]=[N:2]1.CC[O:26]C(C)=O, predict the reaction product. The product is: [F:22][C:20]([F:23])([F:21])[C:18]1[N:19]=[C:15]([NH:14][C:11]2[CH:12]=[CH:13][C:8]([C@H:6]([C:5]3[N:1]([OH:26])[N:2]=[N:3][CH:4]=3)[CH3:7])=[CH:9][CH:10]=2)[S:16][CH:17]=1. (4) The product is: [CH:40]([C:32]1[N:31]([C:20]2[N:19]=[C:18]3[C:23]([N:24]=[C:16]([C:10]4([O:14][CH3:15])[CH2:11][CH2:12][CH2:13][NH:8][CH2:9]4)[N:17]3[CH3:43])=[C:22]([N:25]3[CH2:26][CH2:27][O:28][CH2:29][CH2:30]3)[N:21]=2)[C:35]2[CH:36]=[CH:37][CH:38]=[CH:39][C:34]=2[N:33]=1)([CH3:42])[CH3:41]. Given the reactants C(OC([N:8]1[CH2:13][CH2:12][CH2:11][C:10]([C:16]2[N:17]([CH3:43])[C:18]3[C:23]([N:24]=2)=[C:22]([N:25]2[CH2:30][CH2:29][O:28][CH2:27][CH2:26]2)[N:21]=[C:20]([N:31]2[C:35]4[CH:36]=[CH:37][CH:38]=[CH:39][C:34]=4[N:33]=[C:32]2[CH:40]([CH3:42])[CH3:41])[N:19]=3)([O:14][CH3:15])[CH2:9]1)=O)(C)(C)C.Cl, predict the reaction product. (5) Given the reactants [C:1]([O:5][C:6]([N:8]1[CH2:13][CH2:12][C:11]([O:18][C:19](=[O:21])[CH3:20])([CH2:14][CH2:15][CH:16]=[CH2:17])[CH2:10][CH2:9]1)=[O:7])([CH3:4])([CH3:3])[CH3:2].CN(C=[O:26])C, predict the reaction product. The product is: [C:1]([O:5][C:6]([N:8]1[CH2:13][CH2:12][C:11]([O:18][C:19](=[O:21])[CH3:20])([CH2:14][CH2:15][C:16](=[O:26])[CH3:17])[CH2:10][CH2:9]1)=[O:7])([CH3:4])([CH3:2])[CH3:3]. (6) Given the reactants [CH3:1][O:2][C:3]([C:5]1[S:6][C:7]([CH2:12][OH:13])=[CH:8][C:9]=1[C:10]#[N:11])=[O:4].I(O)(=O)(=O)=[O:15], predict the reaction product. The product is: [CH3:1][O:2][C:3]([C:5]1[S:6][C:7]([C:12]([OH:15])=[O:13])=[CH:8][C:9]=1[C:10]#[N:11])=[O:4]. (7) The product is: [O:1]1[C:5]2([CH2:10][CH2:9][CH:8]([CH:11]([NH2:14])[CH:12]=[CH2:13])[CH2:7][CH2:6]2)[O:4][CH2:3][CH2:2]1. Given the reactants [O:1]1[C:5]2([CH2:10][CH2:9][CH:8]([CH:11]([NH:14]S(C(C)(C)C)=O)[CH:12]=[CH2:13])[CH2:7][CH2:6]2)[O:4][CH2:3][CH2:2]1.Cl, predict the reaction product. (8) Given the reactants [NH2:1][C:2]1[CH:3]=[C:4]([C@@H:9]2[CH2:13][NH:12][C:11](=[O:14])[CH2:10]2)[CH:5]=[CH:6][C:7]=1[Cl:8].Br[C:16]1[CH:25]=[CH:24][CH:23]=[CH:22][C:17]=1[C:18]([O:20][CH3:21])=[O:19].C1(P(C2CCCCC2)C2C=CC=CC=2C2C(C(C)C)=CC(C(C)C)=CC=2C(C)C)CCCCC1.C(=O)([O-])[O-].[K+].[K+], predict the reaction product. The product is: [O:14]=[C:11]1[NH:12][CH2:13][C@@H:9]([C:4]2[CH:5]=[CH:6][C:7]([Cl:8])=[C:2]([NH:1][C:16]3[CH:25]=[CH:24][CH:23]=[CH:22][C:17]=3[C:18]([O:20][CH3:21])=[O:19])[CH:3]=2)[CH2:10]1. (9) Given the reactants [CH3:1][N:2]1[C:6]2[CH:7]=[CH:8]C=[CH:10][C:5]=2[N:4]=[C:3]1[CH2:11][O:12][C:13]1[CH:18]=[CH:17][C:16]([C:19]2[C:23]([C:24]3[CH:29]=[CH:28][N:27]=[CH:26][CH:25]=3)=[CH:22][N:21]([CH3:30])[N:20]=2)=[CH:15][CH:14]=1.C[N:32]1C2C=CN=CC=2N=C1CO, predict the reaction product. The product is: [CH3:1][N:2]1[C:6]2[CH:7]=[CH:8][N:32]=[CH:10][C:5]=2[N:4]=[C:3]1[CH2:11][O:12][C:13]1[CH:14]=[CH:15][C:16]([C:19]2[C:23]([C:24]3[CH:29]=[CH:28][N:27]=[CH:26][CH:25]=3)=[CH:22][N:21]([CH3:30])[N:20]=2)=[CH:17][CH:18]=1. (10) Given the reactants [CH2:1]([O:3][C:4](=[O:34])[CH:5]([C:9]1[C:10]([C:23]2[CH:28]=[CH:27][C:26]([CH3:29])=[CH:25][C:24]=2[O:30]CC=C)=[C:11]2[C:18]3[CH2:19][CH2:20][CH2:21][CH2:22][C:17]=3[S:16][C:12]2=[N:13][C:14]=1[CH3:15])[O:6][CH2:7][CH3:8])[CH3:2].CN1C(=O)CC(=O)N(C)C1=O, predict the reaction product. The product is: [CH2:1]([O:3][C:4](=[O:34])[CH:5]([O:6][CH2:7][CH3:8])[C:9]1[C:10]([C:23]2[CH:28]=[CH:27][C:26]([CH3:29])=[CH:25][C:24]=2[OH:30])=[C:11]2[C:18]3[CH2:19][CH2:20][CH2:21][CH2:22][C:17]=3[S:16][C:12]2=[N:13][C:14]=1[CH3:15])[CH3:2].